This data is from Reaction yield outcomes from USPTO patents with 853,638 reactions. The task is: Predict the reaction yield, written as a fraction of the theoretical maximum amount of product (1.0 means a 100% yield; for example, 0.34 means a 34% yield). The reactants are [CH3:1][O:2][C:3]1[CH:8]=[CH:7][CH:6]=[CH:5][C:4]=1[C:9]1[C:17]2[C:12](=[N:13][CH:14]=[C:15]([C:18]3[CH:19]=[C:20]([OH:24])[CH:21]=[CH:22][CH:23]=3)[CH:16]=2)[NH:11][CH:10]=1.[NH:25]1[CH2:30][CH2:29][O:28][CH2:27][CH2:26]1.[CH2:31]=O. The catalyst is CO.C1(C)C=CC=CC=1. The product is [CH3:1][O:2][C:3]1[CH:8]=[CH:7][CH:6]=[CH:5][C:4]=1[C:9]1[C:17]2[C:12](=[N:13][CH:14]=[C:15]([C:18]3[CH:23]=[CH:22][C:21]([CH2:31][N:25]4[CH2:30][CH2:29][O:28][CH2:27][CH2:26]4)=[C:20]([OH:24])[CH:19]=3)[CH:16]=2)[NH:11][CH:10]=1. The yield is 0.630.